Dataset: Reaction yield outcomes from USPTO patents with 853,638 reactions. Task: Predict the reaction yield, written as a fraction of the theoretical maximum amount of product (1.0 means a 100% yield; for example, 0.34 means a 34% yield). (1) The reactants are [CH2:1]([O:3][C:4]#[CH:5])[CH3:2].[Cl:6][C:7]1[N:12]=[C:11](Cl)[C:10]([O:14][CH3:15])=[CH:9][N:8]=1.P([O-])([O-])([O-])=O.[K+].[K+].[K+].O. The catalyst is C1COCC1.[Pd](Cl)Cl.C1(P(C2C=CC=CC=2)C2C=CC=CC=2)C=CC=CC=1.C1(P(C2C=CC=CC=2)C2C=CC=CC=2)C=CC=CC=1. The product is [Cl:6][C:7]1[N:12]=[C:11](/[CH:5]=[CH:4]/[O:3][CH2:1][CH3:2])[C:10]([O:14][CH3:15])=[CH:9][N:8]=1. The yield is 0.710. (2) The catalyst is CO.CCOCC. The product is [F:17][C:14]([F:15])([F:16])[C:10](=[O:13])[CH2:9][C:8]([C:6]1[CH:7]=[C:2]([F:1])[CH:3]=[CH:4][C:5]=1[O:20][CH3:21])([CH3:19])[CH3:18]. The yield is 0.870. The reactants are [F:1][C:2]1[CH:3]=[CH:4][C:5]([O:20][CH3:21])=[C:6]([C:8]([CH3:19])([CH3:18])[CH2:9][C:10]([C:14]([F:17])([F:16])[F:15])([OH:13])CO)[CH:7]=1.I([O-])(=O)(=O)=O.[Na+]. (3) The yield is 0.970. The reactants are [CH:1]1([CH2:6][C:7]([NH:9][C:10]2[C:15]([CH3:16])=[CH:14][C:13]([NH:17][CH2:18][C:19]3[CH:24]=[CH:23][C:22]([C:25]([F:28])([F:27])[F:26])=[CH:21][CH:20]=3)=[CH:12][C:11]=2[CH3:29])=[O:8])[CH2:5][CH2:4][CH2:3][CH2:2]1.[C:30](O)(=O)C.C([BH3-])#N.[Na+].C=O. The product is [CH:1]1([CH2:6][C:7]([NH:9][C:10]2[C:15]([CH3:16])=[CH:14][C:13]([N:17]([CH3:30])[CH2:18][C:19]3[CH:24]=[CH:23][C:22]([C:25]([F:26])([F:27])[F:28])=[CH:21][CH:20]=3)=[CH:12][C:11]=2[CH3:29])=[O:8])[CH2:5][CH2:4][CH2:3][CH2:2]1. The catalyst is CO. (4) The reactants are [CH3:1][O:2][C:3]1[CH:25]=[CH:24][C:6]2[C:7]([C:10]([C:12]3[CH:17]=[C:16]([O:18][CH3:19])[C:15]([O:20][CH3:21])=[C:14]([O:22][CH3:23])[CH:13]=3)=[O:11])=[CH:8][O:9][C:5]=2[C:4]=1[N+:26]([O-])=O.C([O-])=O.[NH4+].COCCOC. The catalyst is [Pd].CO. The product is [NH2:26][C:4]1[C:5]2[O:9][CH:8]=[C:7]([C:10]([C:12]3[CH:13]=[C:14]([O:22][CH3:23])[C:15]([O:20][CH3:21])=[C:16]([O:18][CH3:19])[CH:17]=3)=[O:11])[C:6]=2[CH:24]=[CH:25][C:3]=1[O:2][CH3:1]. The yield is 0.550. (5) The reactants are [OH:1][CH2:2][C:3]1[CH:8]=[CH:7][C:6]([B:9]2[O:17][C:14]([CH3:16])([CH3:15])[C:11]([CH3:13])([CH3:12])[O:10]2)=[CH:5][CH:4]=1.C(N(CC)CC)C.Cl[C:26]([O:28][C:29]1[CH:34]=[CH:33][C:32]([N+:35]([O-:37])=[O:36])=[CH:31][CH:30]=1)=[O:27]. The catalyst is C1COCC1.CCOC(C)=O. The product is [C:26](=[O:27])([O:1][CH2:2][C:3]1[CH:4]=[CH:5][C:6]([B:9]2[O:17][C:14]([CH3:16])([CH3:15])[C:11]([CH3:13])([CH3:12])[O:10]2)=[CH:7][CH:8]=1)[O:28][C:29]1[CH:30]=[CH:31][C:32]([N+:35]([O-:37])=[O:36])=[CH:33][CH:34]=1. The yield is 0.600. (6) The reactants are [Cl:1][C:2]1[CH:10]=[CH:9][C:8]([C:11]2[N:12]([C:22]([O:24][C:25]([CH3:28])([CH3:27])[CH3:26])=[O:23])[C:13]3[C:18]([CH:19]=2)=[CH:17][C:16]([CH:20]=O)=[CH:15][CH:14]=3)=[C:7]2[C:3]=1[CH2:4][NH:5][C:6]2=[O:29].[NH:30]1[CH2:35][CH2:34][CH2:33][CH2:32][CH2:31]1.C(O)(=O)C.C(O[BH-](OC(=O)C)OC(=O)C)(=O)C.[Na+]. The product is [Cl:1][C:2]1[CH:10]=[CH:9][C:8]([C:11]2[N:12]([C:22]([O:24][C:25]([CH3:28])([CH3:26])[CH3:27])=[O:23])[C:13]3[C:18]([CH:19]=2)=[CH:17][C:16]([CH2:20][N:30]2[CH2:35][CH2:34][CH2:33][CH2:32][CH2:31]2)=[CH:15][CH:14]=3)=[C:7]2[C:3]=1[CH2:4][NH:5][C:6]2=[O:29]. The yield is 0.740. The catalyst is C(#N)C.